Dataset: Reaction yield outcomes from USPTO patents with 853,638 reactions. Task: Predict the reaction yield, written as a fraction of the theoretical maximum amount of product (1.0 means a 100% yield; for example, 0.34 means a 34% yield). (1) The reactants are [N:1]([CH2:4][C:5]1[C:13]2[S:12](=[O:15])(=[O:14])[N:11]=[C:10]([C:16]3[C:17](=[O:32])[N:18]([NH:27][CH2:28][CH:29]4[CH2:31][CH2:30]4)[C:19]4[C:24]([C:25]=3[OH:26])=[CH:23][CH:22]=[CH:21][CH:20]=4)[NH:9][C:8]=2[S:7][CH:6]=1)=[N+]=[N-].C1(P(C2C=CC=CC=2)C2C=CC=CC=2)C=CC=CC=1. The catalyst is N1C=CC=CC=1.[OH-].[NH4+]. The product is [NH2:1][CH2:4][C:5]1[C:13]2[S:12](=[O:14])(=[O:15])[N:11]=[C:10]([C:16]3[C:17](=[O:32])[N:18]([NH:27][CH2:28][CH:29]4[CH2:30][CH2:31]4)[C:19]4[C:24]([C:25]=3[OH:26])=[CH:23][CH:22]=[CH:21][CH:20]=4)[NH:9][C:8]=2[S:7][CH:6]=1. The yield is 0.900. (2) The reactants are C[O:2][C:3](=[O:38])[CH2:4][C@H:5]([OH:37])[CH2:6][C@H:7]([OH:36])[CH:8]=[CH:9][C:10]1[N:11]([CH:33]([CH3:35])[CH3:34])[C:12]([C:28](=[O:32])[NH:29][CH2:30][CH3:31])=[C:13]([C:22]2[CH:27]=[CH:26][CH:25]=[CH:24][CH:23]=2)[C:14]=1[C:15]1[CH:20]=[CH:19][C:18]([F:21])=[CH:17][CH:16]=1.C(O)C.O.[OH-].[Na+:44]. The catalyst is CO.C(Cl)Cl. The product is [Na+:44].[CH2:30]([NH:29][C:28]([C:12]1[N:11]([CH:33]([CH3:35])[CH3:34])[C:10]([CH:9]=[CH:8][C@@H:7]([OH:36])[CH2:6][C@@H:5]([OH:37])[CH2:4][C:3]([O-:38])=[O:2])=[C:14]([C:15]2[CH:16]=[CH:17][C:18]([F:21])=[CH:19][CH:20]=2)[C:13]=1[C:22]1[CH:27]=[CH:26][CH:25]=[CH:24][CH:23]=1)=[O:32])[CH3:31]. The yield is 1.00. (3) The reactants are Cl[C:2]1[CH:7]=[C:6]([C:8]([OH:11])([CH3:10])[CH3:9])[CH:5]=[CH:4][N:3]=1.[CH3:12][C:13]1([CH3:29])[C:17]([CH3:19])([CH3:18])[O:16][B:15]([C:20]2[CH:28]=[CH:27][C:23]([C:24]([NH2:26])=[O:25])=[CH:22][CH:21]=2)[O:14]1.C([O-])([O-])=O.[Cs+].[Cs+]. The catalyst is O1CCOCC1. The product is [OH:11][C:8]([C:6]1[CH:5]=[CH:4][N:3]=[C:2]([NH:26][C:24](=[O:25])[C:23]2[CH:22]=[CH:21][C:20]([B:15]3[O:14][C:13]([CH3:12])([CH3:29])[C:17]([CH3:19])([CH3:18])[O:16]3)=[CH:28][CH:27]=2)[CH:7]=1)([CH3:10])[CH3:9]. The yield is 0.250. (4) The reactants are C([C@@H]1CSC(=S)N1[C:10](=[O:26])[CH2:11][C@H:12]([O:18][Si:19]([CH2:24][CH3:25])([CH2:22][CH3:23])[CH2:20][CH3:21])[CH2:13][CH2:14][CH2:15][CH:16]=[CH2:17])(C)C.CC(C[AlH]CC(C)C)C.C(C(C(C([O-])=O)O)O)([O-])=O.[K+].[Na+]. The catalyst is C1(C)C=CC=CC=1. The product is [CH2:24]([Si:19]([CH2:20][CH3:21])([CH2:22][CH3:23])[O:18][C@H:12]([CH2:13][CH2:14][CH2:15][CH:16]=[CH2:17])[CH2:11][CH:10]=[O:26])[CH3:25]. The yield is 0.930. (5) The reactants are [NH2:1][C:2]1[CH:6]=[C:5]([C:7]([O:9][CH3:10])=[O:8])[N:4]([C:11]2[CH:16]=[CH:15][CH:14]=[CH:13][CH:12]=2)[N:3]=1.I[CH2:18][CH2:19][CH2:20][CH2:21]I.C([O-])([O-])=O.[Cs+].[Cs+]. The catalyst is CN(C=O)C.C(Cl)Cl. The product is [C:11]1([N:4]2[C:5]([C:7]([O:9][CH3:10])=[O:8])=[CH:6][C:2]([N:1]3[CH2:21][CH2:20][CH2:19][CH2:18]3)=[N:3]2)[CH:16]=[CH:15][CH:14]=[CH:13][CH:12]=1. The yield is 0.190. (6) The reactants are Cl.Cl.Cl.Cl.[CH3:5][C:6]1[CH:11]=[CH:10][C:9]([NH:12][C:13]([C:15]2[CH:16]=[C:17]3[C:21](=[CH:22][CH:23]=2)[CH:20]([N:24]2[CH2:29][CH2:28][NH:27][CH2:26][CH2:25]2)[CH2:19][CH2:18]3)=[O:14])=[CH:8][C:7]=1[NH:30][C:31]1[N:36]=[C:35]([C:37]2[CH:38]=[N:39][CH:40]=[CH:41][CH:42]=2)[CH:34]=[CH:33][N:32]=1.C(N(CC)CC)C.[C:50](Cl)(=[O:52])[CH3:51]. The catalyst is CN(C=O)C. The product is [C:50]([N:27]1[CH2:26][CH2:25][N:24]([CH:20]2[C:21]3[C:17](=[CH:16][C:15]([C:13]([NH:12][C:9]4[CH:10]=[CH:11][C:6]([CH3:5])=[C:7]([NH:30][C:31]5[N:36]=[C:35]([C:37]6[CH:38]=[N:39][CH:40]=[CH:41][CH:42]=6)[CH:34]=[CH:33][N:32]=5)[CH:8]=4)=[O:14])=[CH:23][CH:22]=3)[CH2:18][CH2:19]2)[CH2:29][CH2:28]1)(=[O:52])[CH3:51]. The yield is 0.550. (7) The reactants are F[C:2]1[CH:9]=[CH:8][C:5]([CH:6]=[O:7])=[CH:4][C:3]=1[C:10]([F:13])([F:12])[F:11].[F:14][C:15]([F:24])([F:23])[C:16]1[CH:17]=[C:18]([OH:22])[CH:19]=[CH:20][CH:21]=1.C([O-])([O-])=O.[K+].[K+]. The catalyst is CS(C)=O. The product is [F:11][C:10]([F:13])([F:12])[C:3]1[CH:4]=[C:5]([CH:8]=[CH:9][C:2]=1[O:22][C:18]1[CH:19]=[CH:20][CH:21]=[C:16]([C:15]([F:14])([F:23])[F:24])[CH:17]=1)[CH:6]=[O:7]. The yield is 0.910.